This data is from Full USPTO retrosynthesis dataset with 1.9M reactions from patents (1976-2016). The task is: Predict the reactants needed to synthesize the given product. Given the product [F:19][C:20]1[C:21]([CH2:27][O:28][C:2]2[CH:11]=[C:10]([C:12]3[CH:13]=[N:14][C:15]([CH3:18])=[N:16][CH:17]=3)[C:9]3[CH2:8][CH2:7][CH2:6][CH2:5][C:4]=3[N:3]=2)=[N:22][CH:23]=[C:24]([F:26])[CH:25]=1, predict the reactants needed to synthesize it. The reactants are: Cl[C:2]1[CH:11]=[C:10]([C:12]2[CH:13]=[N:14][C:15]([CH3:18])=[N:16][CH:17]=2)[C:9]2[CH2:8][CH2:7][CH2:6][CH2:5][C:4]=2[N:3]=1.[F:19][C:20]1[C:21]([CH2:27][OH:28])=[N:22][CH:23]=[C:24]([F:26])[CH:25]=1.